Dataset: Peptide-MHC class II binding affinity with 134,281 pairs from IEDB. Task: Regression. Given a peptide amino acid sequence and an MHC pseudo amino acid sequence, predict their binding affinity value. This is MHC class II binding data. The peptide sequence is ARMWIQAATTMASYQ. The MHC is DRB1_1201 with pseudo-sequence DRB1_1201. The binding affinity (normalized) is 0.388.